From a dataset of Full USPTO retrosynthesis dataset with 1.9M reactions from patents (1976-2016). Predict the reactants needed to synthesize the given product. Given the product [CH3:2][CH2:7][O:23][C:22]([CH3:11])=[O:25].[CH3:17][CH2:18][CH2:19][CH:14]([CH3:15])[CH3:2].[F:10][C:3]1[C:2]([C:14]2[CH:15]=[N:16][CH:17]=[CH:18][CH:19]=2)=[C:7]([F:8])[CH:6]=[CH:5][C:4]=1[NH2:9], predict the reactants needed to synthesize it. The reactants are: Br[C:2]1[C:3]([F:10])=[C:4]([NH2:9])[CH:5]=[CH:6][C:7]=1[F:8].[CH2:11](B(CC)[C:14]1[CH:15]=[N:16][CH:17]=[CH:18][CH:19]=1)C.[C:22](=[O:25])([O-])[O-:23].[K+].[K+].